From a dataset of Reaction yield outcomes from USPTO patents with 853,638 reactions. Predict the reaction yield, written as a fraction of the theoretical maximum amount of product (1.0 means a 100% yield; for example, 0.34 means a 34% yield). (1) The reactants are [CH2:1]([Mg]Cl)[CH:2]=[CH2:3].F[C:7](F)(F)[C:8]1[CH:14]=[CH:13][C:11]([NH2:12])=[CH:10][CH:9]=1. The catalyst is C1COCC1. The product is [CH2:1]([C:7]([C:8]1[CH:14]=[CH:13][C:11]([NH2:12])=[CH:10][CH:9]=1)([CH2:13][CH:11]=[CH2:10])[CH2:9][CH:8]=[CH2:7])[CH:2]=[CH2:3]. The yield is 0.870. (2) The reactants are [C:1]([C@H:4]1[CH2:8][CH2:7][CH2:6][N:5]1[C:9](=[O:24])[CH2:10][CH2:11][CH2:12][CH2:13][C:14]([N:16]1[CH2:20][CH2:19][CH2:18][C@@H:17]1[C:21]([OH:23])=[O:22])=[O:15])([OH:3])=[O:2].Cl[CH2:26][C:27]([N:29]([CH2:32][CH3:33])[CH2:30][CH3:31])=[O:28].[I-].[Na+].[CH2:36]([N:38]([CH2:41][CH3:42])[CH2:39][CH3:40])[CH3:37].CN(C)C=[O:46]. No catalyst specified. The product is [CH2:30]([N:29]([CH2:32][CH3:33])[C:27]([CH2:26][O:22][C:21]([C@H:17]1[CH2:18][CH2:19][CH2:20][N:16]1[C:14](=[O:15])[CH2:13][CH2:12][CH2:11][CH2:10][C:9]([N:5]1[CH2:6][CH2:7][CH2:8][C@@H:4]1[C:1]([O:3][CH2:37][C:36](=[O:46])[N:38]([CH2:41][CH3:42])[CH2:39][CH3:40])=[O:2])=[O:24])=[O:23])=[O:28])[CH3:31]. The yield is 0.920. (3) The reactants are CC([O-])(C)C.[K+].CS(O[CH:12]([C:24]1[CH:29]=[CH:28][C:27]([Cl:30])=[C:26]([F:31])[CH:25]=1)[CH2:13][CH:14]([O:16][Si:17]([C:20]([CH3:23])([CH3:22])[CH3:21])([CH3:19])[CH3:18])[CH3:15])(=O)=O.[O:32]1[CH2:37][CH2:36][CH:35]([NH:38][C:39]2[N:44]=[C:43]([C:45]3[CH:50]=[CH:49][NH:48][C:47](=[O:51])[CH:46]=3)[CH:42]=[CH:41][N:40]=2)[CH2:34][CH2:33]1. The catalyst is [I-].C([N+](CCCC)(CCCC)CCCC)CCC.C1COCC1. The product is [Si:17]([O:16][CH:14]([CH3:15])[CH2:13][CH:12]([N:48]1[CH:49]=[CH:50][C:45]([C:43]2[CH:42]=[CH:41][N:40]=[C:39]([NH:38][CH:35]3[CH2:34][CH2:33][O:32][CH2:37][CH2:36]3)[N:44]=2)=[CH:46][C:47]1=[O:51])[C:24]1[CH:29]=[CH:28][C:27]([Cl:30])=[C:26]([F:31])[CH:25]=1)([C:20]([CH3:23])([CH3:22])[CH3:21])([CH3:19])[CH3:18]. The yield is 0.260. (4) The reactants are Cl[C:2]1[CH:3]=[CH:4][C:5]2[O:6][C:7]([F:14])([F:13])[C:8](=[O:12])[NH:9][C:10]=2[N:11]=1.[CH3:15][C@H:16]1[O:21][CH2:20][C@@H:19]([C:22]2[CH:27]=[CH:26][CH:25]=[CH:24][CH:23]=2)[NH:18][CH2:17]1. No catalyst specified. The product is [F:13][C:7]1([F:14])[O:6][C:5]2[CH:4]=[CH:3][C:2]([N:18]3[C@H:19]([C:22]4[CH:27]=[CH:26][CH:25]=[CH:24][CH:23]=4)[CH2:20][O:21][C@H:16]([CH3:15])[CH2:17]3)=[N:11][C:10]=2[NH:9][C:8]1=[O:12]. The yield is 0.390. (5) The reactants are [CH3:1][C:2]1([CH3:17])[C:7](=[O:8])[CH2:6][CH2:5][C@@H:4]([NH:9][C:10](=[O:16])[O:11][C:12]([CH3:15])([CH3:14])[CH3:13])[CH2:3]1.[CH3:18][Mg]Br. The catalyst is C(OCC)C. The product is [OH:8][C:7]1([CH3:18])[CH2:6][CH2:5][C@@H:4]([NH:9][C:10](=[O:16])[O:11][C:12]([CH3:15])([CH3:14])[CH3:13])[CH2:3][C:2]1([CH3:17])[CH3:1]. The yield is 0.880. (6) The reactants are [F:1][C:2]([F:33])([F:32])[S:3]([O:6][C:7]1[CH:8]=[C:9]([C:13]23[CH2:20][CH2:19][C:16]([CH2:21][CH2:22][O:23][CH2:24][C:25]([O:27]C(C)(C)C)=[O:26])([CH2:17][CH2:18]2)[CH2:15][O:14]3)[CH:10]=[CH:11][CH:12]=1)(=[O:5])=[O:4].C(O)=O. The catalyst is C(Cl)Cl. The product is [F:33][C:2]([F:1])([F:32])[S:3]([O:6][C:7]1[CH:8]=[C:9]([C:13]23[CH2:18][CH2:17][C:16]([CH2:21][CH2:22][O:23][CH2:24][C:25]([OH:27])=[O:26])([CH2:19][CH2:20]2)[CH2:15][O:14]3)[CH:10]=[CH:11][CH:12]=1)(=[O:4])=[O:5]. The yield is 0.760.